Dataset: Forward reaction prediction with 1.9M reactions from USPTO patents (1976-2016). Task: Predict the product of the given reaction. (1) Given the reactants [NH2:1][CH2:2][C:3]1([CH2:7][O:8][C:9]2[C:14]([O:15][CH3:16])=[C:13]([O:17][CH3:18])[CH:12]=[CH:11][C:10]=2[C:19]2[CH:27]=[CH:26][CH:25]=[C:24]3[C:20]=2[CH2:21][CH2:22][C:23]3=[O:28])[CH2:6][O:5][CH2:4]1.C(N(C(C)C)CC)(C)C.[C:38](Cl)(=[O:42])[CH:39]([CH3:41])[CH3:40], predict the reaction product. The product is: [CH3:16][O:15][C:14]1[C:13]([O:17][CH3:18])=[CH:12][CH:11]=[C:10]([C:19]2[CH:27]=[CH:26][CH:25]=[C:24]3[C:20]=2[CH2:21][CH2:22][C:23]3=[O:28])[C:9]=1[O:8][CH2:7][C:3]1([CH2:2][NH:1][C:38](=[O:42])[CH:39]([CH3:41])[CH3:40])[CH2:4][O:5][CH2:6]1. (2) Given the reactants CI.CCCCCC.CC(C)=O.[CH2:13]([O:20][C:21]1[C:22]([C:29]([O:31]C)=[O:30])=[N:23][C:24]([O:27][CH3:28])=[CH:25][CH:26]=1)[C:14]1[CH:19]=[CH:18][CH:17]=[CH:16][CH:15]=1.O[Li].O, predict the reaction product. The product is: [CH2:13]([O:20][C:21]1[C:22]([C:29]([OH:31])=[O:30])=[N:23][C:24]([O:27][CH3:28])=[CH:25][CH:26]=1)[C:14]1[CH:15]=[CH:16][CH:17]=[CH:18][CH:19]=1. (3) Given the reactants C(O[C:4]([C:6]1[CH:11]=[C:10]([Cl:12])[CH:9]=[C:8]([CH3:13])[N:7]=1)=[O:5])C.[NH2:14][C:15]1[CH:20]=[CH:19][C:18]([F:21])=[CH:17][N:16]=1, predict the reaction product. The product is: [F:21][C:18]1[CH:19]=[CH:20][C:15]([NH:14][C:4]([C:6]2[CH:11]=[C:10]([Cl:12])[CH:9]=[C:8]([CH3:13])[N:7]=2)=[O:5])=[N:16][CH:17]=1. (4) Given the reactants Br[C:2]1[CH:7]=[CH:6][CH:5]=[CH:4][N:3]=1.[NH2:8][C:9]1[CH:10]=[C:11](B(O)O)[CH:12]=[CH:13][CH:14]=1.C([O-])([O-])=O.[K+].[K+].O, predict the reaction product. The product is: [NH2:8][C:9]1[CH:14]=[C:13]([C:2]2[CH:7]=[CH:6][CH:5]=[CH:4][N:3]=2)[CH:12]=[CH:11][CH:10]=1. (5) Given the reactants [H-].[Na+].[F:3][C:4]1[CH:9]=[CH:8][C:7]([C:10]2[C:14]3=[N:15][CH:16]=[CH:17][CH:18]=[C:13]3[N:12]([OH:19])[C:11]=2[C:20]2[CH:25]=[CH:24][N:23]=[CH:22][CH:21]=2)=[CH:6][CH:5]=1.[CH3:26][O:27][CH2:28]Cl.[Cl-].[NH4+], predict the reaction product. The product is: [F:3][C:4]1[CH:5]=[CH:6][C:7]([C:10]2[C:14]3=[N:15][CH:16]=[CH:17][CH:18]=[C:13]3[N:12]([O:19][CH2:26][O:27][CH3:28])[C:11]=2[C:20]2[CH:21]=[CH:22][N:23]=[CH:24][CH:25]=2)=[CH:8][CH:9]=1. (6) The product is: [C:3]([O:7][C:8]([NH:10][C@H:11]([C:12]([OH:14])=[O:13])[CH2:22][C:23]1[CH:28]=[CH:27][CH:26]=[C:25]([I:29])[CH:24]=1)=[O:9])([CH3:6])([CH3:4])[CH3:5]. Given the reactants [OH-].[Na+].[C:3]([O:7][C:8]([NH:10][C:11]([CH2:22][C:23]1[CH:28]=[CH:27][CH:26]=[C:25]([I:29])[CH:24]=1)(C(OCC)=O)[C:12]([O:14]CC)=[O:13])=[O:9])([CH3:6])([CH3:5])[CH3:4].C(O)C.Cl, predict the reaction product.